This data is from Catalyst prediction with 721,799 reactions and 888 catalyst types from USPTO. The task is: Predict which catalyst facilitates the given reaction. (1) Reactant: [NH2:1][C@H:2]1[CH2:21][N:5]2[C:6](=[O:20])[N:7]([C:9]3[CH:14]=[CH:13][C:12]([O:15][C:16]([F:19])([F:18])[F:17])=[CH:11][CH:10]=3)[CH2:8][C@@H:4]2[CH2:3]1.[C:22]1([CH2:28][S:29](Cl)(=[O:31])=[O:30])[CH:27]=[CH:26][CH:25]=[CH:24][CH:23]=1.CCN(CC)CC. Product: [O:20]=[C:6]1[N:5]2[CH2:21][C@H:2]([NH:1][S:29]([CH2:28][C:22]3[CH:27]=[CH:26][CH:25]=[CH:24][CH:23]=3)(=[O:31])=[O:30])[CH2:3][C@H:4]2[CH2:8][N:7]1[C:9]1[CH:14]=[CH:13][C:12]([O:15][C:16]([F:19])([F:17])[F:18])=[CH:11][CH:10]=1. The catalyst class is: 4. (2) Reactant: [CH:1]1([CH2:7][NH2:8])[CH2:6][CH2:5][CH2:4][CH2:3][CH2:2]1.[CH:9]1[C:14]([Cl:15])=[CH:13][C:12]2[C:16]([O:18]C([NH:21][C:11]=2[CH:10]=1)=O)=O.C(N(C(C)C)CC)(C)C. Product: [NH2:21][C:11]1[CH:10]=[CH:9][C:14]([Cl:15])=[CH:13][C:12]=1[C:16]([NH:8][CH2:7][CH:1]1[CH2:6][CH2:5][CH2:4][CH2:3][CH2:2]1)=[O:18]. The catalyst class is: 3. (3) Reactant: Br[CH2:2][CH2:3][CH2:4][CH2:5][CH2:6][CH2:7][O:8][CH2:9][C:10]1(C)[CH2:13][O:12][CH2:11]1.[OH:15][C:16]1[CH:26]=[CH:25][C:19]([C:20]([O:22][CH2:23][CH3:24])=[O:21])=[CH:18][CH:17]=1.[C:27](=O)([O-])[O-].[K+].[K+].CN(C)C=O. Product: [CH3:27][CH:11]1[CH:10]([CH2:9][O:8][CH2:7][CH2:6][CH2:5][CH2:4][CH2:3][CH2:2][O:15][C:16]2[CH:17]=[CH:18][C:19]([C:20]([O:22][CH2:23][CH3:24])=[O:21])=[CH:25][CH:26]=2)[CH2:13][O:12]1. The catalyst class is: 6. (4) Reactant: [Br:1][C:2]1[C:7]([OH:8])=[CH:6][CH:5]=[C:4]([Br:9])[N:3]=1.[CH2:10](O)[CH2:11][CH:12]=[CH2:13].C1C=CC(P(C2C=CC=CC=2)C2C=CC=CC=2)=CC=1.CC(OC(/N=N/C(OC(C)C)=O)=O)C. Product: [Br:1][C:2]1[C:7]([O:8][CH2:13][CH2:12][CH:11]=[CH2:10])=[CH:6][CH:5]=[C:4]([Br:9])[N:3]=1. The catalyst class is: 56. (5) Reactant: C([Li])CCC.[Cl:6][C:7]1[CH:12]=[CH:11][C:10]([NH:13][C:14](=[O:19])[C:15]([CH3:18])([CH3:17])[CH3:16])=[CH:9][C:8]=1[O:20][CH3:21].CN([CH:25]=[O:26])C. Product: [Cl:6][C:7]1[CH:12]=[CH:11][C:10]([NH:13][C:14](=[O:19])[C:15]([CH3:16])([CH3:17])[CH3:18])=[C:9]([CH:25]=[O:26])[C:8]=1[O:20][CH3:21]. The catalyst class is: 1.